This data is from Reaction yield outcomes from USPTO patents with 853,638 reactions. The task is: Predict the reaction yield, written as a fraction of the theoretical maximum amount of product (1.0 means a 100% yield; for example, 0.34 means a 34% yield). (1) The reactants are Br[C:2]1[CH:17]=[CH:16][C:5]([CH2:6][CH2:7][NH:8][C:9](=[O:15])[O:10][C:11]([CH3:14])([CH3:13])[CH3:12])=[C:4]([Cl:18])[CH:3]=1.[B:19]1([B:19]2[O:23][C:22]([CH3:25])([CH3:24])[C:21]([CH3:27])([CH3:26])[O:20]2)[O:23][C:22]([CH3:25])([CH3:24])[C:21]([CH3:27])([CH3:26])[O:20]1. The product is [Cl:18][C:4]1[CH:3]=[C:2]([B:19]2[O:23][C:22]([CH3:25])([CH3:24])[C:21]([CH3:27])([CH3:26])[O:20]2)[CH:17]=[CH:16][C:5]=1[CH2:6][CH2:7][NH:8][C:9](=[O:15])[O:10][C:11]([CH3:14])([CH3:13])[CH3:12]. The yield is 0.730. No catalyst specified. (2) The reactants are [Br:1][C:2]1[CH:3]=[C:4]2[C:18](=[CH:19][CH:20]=1)[O:17][C:7]1([CH2:12][CH2:11][CH:10]([C:13]([CH3:16])([CH3:15])[CH3:14])[CH2:9][CH2:8]1)[CH2:6][C:5]2=[O:21].[Br-].[CH2:23]1COC[CH2:24]1. The product is [Br:1][C:2]1[CH:3]=[C:4]2[C:18](=[CH:19][CH:20]=1)[O:17][C:7]1([CH2:12][CH2:11][CH:10]([C:13]([CH3:16])([CH3:14])[CH3:15])[CH2:9][CH2:8]1)[CH2:6][C:5]2([CH:23]=[CH2:24])[OH:21]. The yield is 0.820. No catalyst specified.